This data is from Full USPTO retrosynthesis dataset with 1.9M reactions from patents (1976-2016). The task is: Predict the reactants needed to synthesize the given product. Given the product [CH3:43][S:40]([C:36]1[CH:35]=[C:34]2[C:39](=[CH:38][CH:37]=1)[N:31]([CH2:30][C:27]1[CH:26]=[CH:25][C:24]([C:9]3[CH2:10][CH2:11][N:12]([C:15]([O:17][C:18]([CH3:19])([CH3:20])[CH3:21])=[O:16])[CH2:13][CH:14]=3)=[CH:29][N:28]=1)[CH:32]=[CH:33]2)(=[O:41])=[O:42], predict the reactants needed to synthesize it. The reactants are: CC1(C)C(C)(C)OB([C:9]2[CH2:10][CH2:11][N:12]([C:15]([O:17][C:18]([CH3:21])([CH3:20])[CH3:19])=[O:16])[CH2:13][CH:14]=2)O1.Br[C:24]1[CH:25]=[CH:26][C:27]([CH2:30][N:31]2[C:39]3[C:34](=[CH:35][C:36]([S:40]([CH3:43])(=[O:42])=[O:41])=[CH:37][CH:38]=3)[CH:33]=[CH:32]2)=[N:28][CH:29]=1.